From a dataset of Full USPTO retrosynthesis dataset with 1.9M reactions from patents (1976-2016). Predict the reactants needed to synthesize the given product. (1) Given the product [S:23]1[CH:24]=[CH:25][N:26]=[C:22]1[C:11]([C@H:8]1[CH2:7][CH2:6][C@H:5]([C:3]([O:2][CH3:1])=[O:4])[CH2:10][CH2:9]1)=[O:13], predict the reactants needed to synthesize it. The reactants are: [CH3:1][O:2][C:3]([C@H:5]1[CH2:10][CH2:9][C@H:8]([C:11]([OH:13])=O)[CH2:7][CH2:6]1)=[O:4].C(Cl)(=O)C(Cl)=O.C[Si](C)(C)[C:22]1[S:23][CH:24]=[CH:25][N:26]=1.C(=O)(O)[O-].[Na+]. (2) Given the product [CH2:26]([N:28]([CH2:29][C:30]1[CH:35]=[CH:34][CH:33]=[CH:32][N:31]=1)[C:23](=[O:25])[CH2:22][N:13]([S:10]([C:7]1[CH:6]=[CH:5][C:4]([CH:1]([CH3:2])[CH3:3])=[CH:9][N:8]=1)(=[O:11])=[O:12])[C:14]1[CH:15]=[N:16][C:17]([O:20][CH3:21])=[CH:18][CH:19]=1)[CH3:27], predict the reactants needed to synthesize it. The reactants are: [CH:1]([C:4]1[CH:5]=[CH:6][C:7]([S:10]([N:13]([CH2:22][C:23]([OH:25])=O)[C:14]2[CH:15]=[N:16][C:17]([O:20][CH3:21])=[CH:18][CH:19]=2)(=[O:12])=[O:11])=[N:8][CH:9]=1)([CH3:3])[CH3:2].[CH2:26]([NH:28][CH2:29][C:30]1[CH:35]=[CH:34][CH:33]=[CH:32][N:31]=1)[CH3:27]. (3) Given the product [ClH:19].[ClH:19].[NH:21]1[C:25]2=[N:26][CH:27]=[CH:28][C:29]([O:30][C:31]3[CH:36]=[CH:35][C:34]([NH:37][C:2]4[N:18]=[CH:17][CH:16]=[CH:15][C:3]=4[C:4]([NH:6][C:7]4[CH:12]=[CH:11][C:10]([F:13])=[CH:9][C:8]=4[CH3:14])=[O:5])=[CH:33][C:32]=3[F:54])=[C:24]2[CH:23]=[CH:22]1, predict the reactants needed to synthesize it. The reactants are: F[C:2]1[N:18]=[CH:17][CH:16]=[CH:15][C:3]=1[C:4]([NH:6][C:7]1[CH:12]=[CH:11][C:10]([F:13])=[CH:9][C:8]=1[CH3:14])=[O:5].[ClH:19].Cl.[NH:21]1[C:25]2=[N:26][CH:27]=[CH:28][C:29]([O:30][C:31]3[CH:36]=[CH:35][C:34]([NH:37]C4N=CC=CC=4C(NC4C=CC=CC=4C)=O)=[CH:33][C:32]=3[F:54])=[C:24]2[CH:23]=[CH:22]1. (4) Given the product [N:35]1([CH2:34][C@@H:32]2[O:31][C:30](=[O:40])[N:29]([C:26]3[CH:25]=[CH:24][C:23]([C:3]4[CH:8]=[CH:7][C:6]([C:9]5[CH2:13][CH:12]([CH2:14][N:15]6[CH:19]=[CH:18][N:17]=[N:16]6)[O:11][N:10]=5)=[CH:5][CH:4]=4)=[CH:28][CH:27]=3)[CH2:33]2)[CH:39]=[CH:38][N:37]=[N:36]1, predict the reactants needed to synthesize it. The reactants are: C[Sn](C)(C)[C:3]1[CH:8]=[CH:7][C:6]([C:9]2[CH2:13][CH:12]([CH2:14][N:15]3[CH:19]=[CH:18][N:17]=[N:16]3)[O:11][N:10]=2)=[CH:5][CH:4]=1.I[C:23]1[CH:28]=[CH:27][C:26]([N:29]2[CH2:33][C@H:32]([CH2:34][N:35]3[CH:39]=[CH:38][N:37]=[N:36]3)[O:31][C:30]2=[O:40])=[CH:25][CH:24]=1.O1C=CC=C1P(C1OC=CC=1)C1OC=CC=1. (5) Given the product [ClH:1].[ClH:1].[CH2:45]([N:26]([CH2:23][CH2:24][CH3:25])[CH2:27][CH2:28][CH2:29][CH2:30][NH:31][C:32]([C:34]1[CH:43]=[CH:42][C:41]2[C:36](=[CH:37][CH:38]=[C:39]([I:44])[CH:40]=2)[N:35]=1)=[O:33])[CH2:46][CH3:47], predict the reactants needed to synthesize it. The reactants are: [ClH:1].C(N(CC)CCNC(C1C=CC2C(=CC=C(I)C=2)C=1)=O)C.[CH2:23]([N:26]([CH2:45][CH2:46][CH3:47])[CH2:27][CH2:28][CH2:29][CH2:30][NH:31][C:32]([C:34]1[CH:43]=[CH:42][C:41]2[C:36](=[CH:37][CH:38]=[C:39]([I:44])[CH:40]=2)[N:35]=1)=[O:33])[CH2:24][CH3:25].[K+].[Br-]. (6) Given the product [Cl:9][CH2:10][CH2:11][N:4]1[CH2:5][CH2:6][O:7][C:2]([CH3:8])([CH3:1])[CH2:3]1, predict the reactants needed to synthesize it. The reactants are: [CH3:1][C:2]1([CH3:8])[O:7][CH2:6][CH2:5][NH:4][CH2:3]1.[Cl:9][CH2:10][CH:11]=O.C(O[BH-](OC(=O)C)OC(=O)C)(=O)C.[Na+]. (7) Given the product [OH2:33].[OH2:39].[ClH:36].[ClH:36].[S:1]1[C:5]2[CH:6]=[CH:7][CH:8]=[CH:9][C:4]=2[C:3]([N:10]2[CH2:11][CH2:12][N:13]([CH2:16][C@@H:17]3[CH2:22][CH2:21][CH2:20][CH2:19][C@H:18]3[CH2:23][N:24]3[C:25](=[O:35])[C@H:26]4[C@H:31]([C@H:30]5[CH2:34][C@@H:27]4[CH2:28][CH2:29]5)[C:32]3=[O:33])[CH2:14][CH2:15]2)=[N:2]1, predict the reactants needed to synthesize it. The reactants are: [S:1]1[C:5]2[CH:6]=[CH:7][CH:8]=[CH:9][C:4]=2[C:3]([N:10]2[CH2:15][CH2:14][N:13]([CH2:16][C@@H:17]3[CH2:22][CH2:21][CH2:20][CH2:19][C@H:18]3[CH2:23][N:24]3[C:32](=[O:33])[C@H:31]4[C@H:26]([C@H:27]5[CH2:34][C@@H:30]4[CH2:29][CH2:28]5)[C:25]3=[O:35])[CH2:12][CH2:11]2)=[N:2]1.[ClH:36].C([O:39]C(=O)C)C. (8) Given the product [OH2:2].[S:1]([O-:5])([O-:4])(=[O:3])=[O:2].[Ca+2:6].[Ca+2:6].[S:1]([O-:5])([O-:4])(=[O:3])=[O:2], predict the reactants needed to synthesize it. The reactants are: [S:1]([O-:5])([O-:4])(=[O:3])=[O:2].[Ca+2:6].